Binary Classification. Given a drug SMILES string, predict its activity (active/inactive) in a high-throughput screening assay against a specified biological target. From a dataset of HIV replication inhibition screening data with 41,000+ compounds from the AIDS Antiviral Screen. (1) The molecule is CCC(C)C(NC(=O)C(CCC(N)=O)NC(=O)C(CCCCN)NC(=O)C(CO)NC(=O)C(CC(C)C)NC(=O)C(Cc1ccc(O)cc1)NC(=O)C(C)N)C(=O)NC(C)C(=O)NC(CO)C(=O)NC(CC(N)=O)C(=O)O. The result is 0 (inactive). (2) The molecule is Cc1c(C)c2c(c(N)c1C#N)C(=O)N(CCN1CCNCC1)C2=O. The result is 0 (inactive).